This data is from Experimentally validated miRNA-target interactions with 360,000+ pairs, plus equal number of negative samples. The task is: Binary Classification. Given a miRNA mature sequence and a target amino acid sequence, predict their likelihood of interaction. (1) The miRNA is mmu-miR-7085-3p with sequence UAGCUGGCCUCUCCCCACCUUC. The protein sequence of the target gene is MTPPPPPPPPPGPDPAADPAADPCPWPGSLVVLFGATAGALGRDLGSDETDLILLVWQVVEPRSRQVGTLHKSLVRAEAAALSTQCREASGLSADSLARAEPLDKVLQQFSQLVNGDVALLGGGPYMLCTDGQQLLRQVLHPEASRKNLVLPDMFFSFYDLRREFHMQHPSTCPARDLTVATMAQGLGLETDATEDDFGVWEVKTMVAVILHLLKEPSSQLFSKPEVIKQKYETGPCSDSTVPCPYSSKADVVDSETVVRARGLPWQSSDQDVARFFKGLNVARGGVALCLNAQGRRNGE.... Result: 0 (no interaction). (2) The protein sequence of the target gene is MPSWIGAVILPLLGLLLSLPAGADVKARSCGEVRQAYGAKGFSLADIPYQEIAGEHLRICPQEYTCCTTEMEDKLSQQSKLEFENLVEETSHFVRTTFVSRHKKFDEFFRELLENAEKSLNDMFVRTYGMLYMQNSEVFQDLFTELKRYYTGGNVNLEEMLNDFWARLLERMFQLINPQYHFSEDYLECVSKYTDQLKPFGDVPRKLKIQVTRAFIAARTFVQGLTVGREVANRVSKVSPTPGCIRALMKMLYCPYCRGLPTVRPCNNYCLNVMKGCLANQADLDTEWNLFIDAMLLVAE.... Result: 0 (no interaction). The miRNA is hsa-miR-6857-5p with sequence UUGGGGAUUGGGUCAGGCCAGU. (3) The miRNA is hsa-miR-302b-3p with sequence UAAGUGCUUCCAUGUUUUAGUAG. The protein sequence of the target gene is MEAEGCRYQFRVALLGDAAVGKTSLLRSYVAGAPGAPEPEPEPEPTVGAECYRRALQLRAGPRVKLQLWDTAGHERFRCITRSFYRNVVGVLLVFDVTNRKSFEHIQDWHQEVMATQGPDKVIFLLVGHKSDLQSTRCVSAQEAEELAASLGMAFVETSVKNNCNVDLAFDTLADAIQQALQQGDIKLEEGWGGVRLIHKTQIPRSPSRKQHSGPCQC. Result: 1 (interaction). (4) The miRNA is hsa-miR-450b-3p with sequence UUGGGAUCAUUUUGCAUCCAUA. The protein sequence of the target gene is MRVSVPGPAAAAAPAAGREPSTPGGGSGGGGAVAAASGAAVPGSVQLALSVLHALLYAALFAFAYLQLWRLLLYRERRLSYQSLCLFLCLLWAALRTTLFSAAFSLSGSLPLLRPPAHLHFFPHWLLYCFPSCLQFSTLCLLNLYLAEVICKVRCATELDRHKILLHLGFIMASLLFLVVNLTCAMLVHGDVPENQLKWTVFVRALINDSLFILCAISLVCYICKITKMSSANVYLESKGMSLCQTVVVGSVVILLYSSRACYNLVVVTISQDTLESPFNYGWDNLSDKAHVEDISGEEY.... Result: 1 (interaction). (5) The miRNA is hsa-miR-655-5p with sequence AGAGGUUAUCCGUGUUAUGUUC. The protein sequence of the target gene is MAVVSAVRWLGLRSRLGQPLTGRRAGLCEQARSCRFYSGSATLSKVEGTDVTGIEEVVIPKKKTWDKVAVLQALASTVNRDTTAVPYVFQDDPYLMPASSLESRSFLLAKKSGENVAKFIINSYPKYFQKDIAEPHIPCLMPEYFEPQIKDISEAALKERIELRKVKASVDMFDQLLQAGTTVSLETTNSLLDLLCYYGDQEPSTDYHFQQTGQSEALEEENDETSRRKAGHQFGVTWRAKNNAERIFSLMPEKNEHSYCTMIRGMVKHRAYEQALNLYTELLNNRLHADVYTFNALIEA.... Result: 1 (interaction). (6) The miRNA is mmu-miR-466n-5p with sequence GUGUGUGCGUACAUGUACAUGU. The protein sequence of the target gene is MAGKQPPPLMKKHSQTDLVSRLKTRKILGVGGEDDDGEVHRSKISQVLGNEIKFAVREPLGLRVWQFLSAMLFSSVAIMALALPDQLYDAVFDGAEVTSKTPIRLYGGALLSISLIMWNALYTAEKVIIRWTLLTEACYFGVQSLVVTATLAETGLMSLGTVLLLASRLLFVIVSIYYYYQVGRKPKKV. Result: 1 (interaction).